From a dataset of Cav3 T-type calcium channel HTS with 100,875 compounds. Binary Classification. Given a drug SMILES string, predict its activity (active/inactive) in a high-throughput screening assay against a specified biological target. (1) The compound is Clc1c(N2CCN(S(=O)(=O)N(C)C)CC2)cc(Cl)cc1. The result is 0 (inactive). (2) The molecule is o1c(nc2c1cccc2)CCc1ccc(N)cc1. The result is 0 (inactive).